This data is from Forward reaction prediction with 1.9M reactions from USPTO patents (1976-2016). The task is: Predict the product of the given reaction. (1) Given the reactants [O:1]([C:8]1[CH:13]=[CH:12][C:11]([C:14]2[C:22]3[C:17](=[N:18][CH:19]=[N:20][C:21]=3[NH2:23])[NH:16][N:15]=2)=[CH:10][CH:9]=1)[C:2]1[CH:7]=[CH:6][CH:5]=[CH:4][CH:3]=1.[H-].[Na+].S(C1C=CC(C)=CC=1)(O[CH:30]1[CH2:35][CH2:34][O:33][CH2:32][CH2:31]1)(=O)=O, predict the reaction product. The product is: [O:1]([C:8]1[CH:13]=[CH:12][C:11]([C:14]2[C:22]3[C:17](=[N:18][CH:19]=[N:20][C:21]=3[NH2:23])[N:16]([CH:30]3[CH2:35][CH2:34][O:33][CH2:32][CH2:31]3)[N:15]=2)=[CH:10][CH:9]=1)[C:2]1[CH:7]=[CH:6][CH:5]=[CH:4][CH:3]=1. (2) Given the reactants [Br:1][C:2]1[CH:7]=[CH:6][C:5](I)=[C:4]([F:9])[CH:3]=1.[C:10]([O:14][C:15](=[O:31])[CH2:16][N:17]1[CH:21]=[C:20](B2OC(C)(C)C(C)(C)O2)[CH:19]=[N:18]1)([CH3:13])([CH3:12])[CH3:11].C(=O)([O-])[O-].[Na+].[Na+], predict the reaction product. The product is: [C:10]([O:14][C:15](=[O:31])[CH2:16][N:17]1[CH:21]=[C:20]([C:5]2[CH:6]=[CH:7][C:2]([Br:1])=[CH:3][C:4]=2[F:9])[CH:19]=[N:18]1)([CH3:13])([CH3:11])[CH3:12]. (3) Given the reactants C(OC(=O)[NH:7][C:8]1[CH:13]=[C:12]([CH3:14])[C:11]([Cl:15])=[CH:10][C:9]=1[NH:16][C:17](=[O:33])[CH2:18][C:19](=O)[C:20]1[CH:25]=[CH:24][CH:23]=[C:22]([C:26]2[CH:31]=[CH:30][N:29]=[CH:28][CH:27]=2)[CH:21]=1)(C)(C)C.C(O)(C(F)(F)F)=O, predict the reaction product. The product is: [Cl:15][C:11]1[C:12]([CH3:14])=[CH:13][C:8]2[N:7]=[C:19]([C:20]3[CH:25]=[CH:24][CH:23]=[C:22]([C:26]4[CH:31]=[CH:30][N:29]=[CH:28][CH:27]=4)[CH:21]=3)[CH2:18][C:17](=[O:33])[NH:16][C:9]=2[CH:10]=1. (4) Given the reactants Cl[S:2]([OH:5])(=O)=[O:3].[NH:6]([C:13]1[N:18]=[C:17]([C:19]2[N:23]([CH:24]3[CH2:27][CH2:26][CH2:25]3)[C:22]([CH3:28])=[N:21][CH:20]=2)[CH:16]=[CH:15][N:14]=1)[C:7]1[CH:12]=[CH:11][CH:10]=[CH:9][CH:8]=1.[CH:29]1([CH2:32][NH2:33])[CH2:31][CH2:30]1.Cl, predict the reaction product. The product is: [CH:24]1([N:23]2[C:19]([C:17]3[CH:16]=[CH:15][N:14]=[C:13]([NH:6][C:7]4[CH:8]=[CH:9][C:10]([S:2](=[O:5])(=[O:3])[NH:33][CH2:32][CH:29]5[CH2:31][CH2:30]5)=[CH:11][CH:12]=4)[N:18]=3)=[CH:20][N:21]=[C:22]2[CH3:28])[CH2:27][CH2:26][CH2:25]1. (5) Given the reactants [H-].[Na+].[OH:3][C@@H:4]([C:26]1[CH:31]=[CH:30][CH:29]=[CH:28][CH:27]=1)[C@H:5]([C:16]1[CH:25]=[CH:24][C:23]2[C:18](=[CH:19][CH:20]=[CH:21][CH:22]=2)[CH:17]=1)[CH2:6][N:7]([CH3:15])[C:8](=[O:14])[O:9][C:10]([CH3:13])([CH3:12])[CH3:11].[C:32]([O:36][C:37](=[O:40])[CH2:38]Br)([CH3:35])([CH3:34])[CH3:33], predict the reaction product. The product is: [C:10]([O:9][C:8]([N:7]([CH3:15])[CH2:6][C@@H:5]([C:16]1[CH:25]=[CH:24][C:23]2[C:18](=[CH:19][CH:20]=[CH:21][CH:22]=2)[CH:17]=1)[C@H:4]([C:26]1[CH:31]=[CH:30][CH:29]=[CH:28][CH:27]=1)[O:3][CH2:38][C:37]([O:36][C:32]([CH3:35])([CH3:34])[CH3:33])=[O:40])=[O:14])([CH3:13])([CH3:12])[CH3:11]. (6) Given the reactants [CH2:1]([O:3][C:4](=[O:30])[CH2:5][N:6]([CH2:17][C:18]1[N:28]=[CH:27][C:26]([I:29])=[CH:25][C:19]=1[C:20](OCC)=[O:21])S(C1C=CC(C)=CC=1)(=O)=O)[CH3:2].[O-]CC.[Na+].O.Cl, predict the reaction product. The product is: [OH:21][C:20]1[C:5]([C:4]([O:3][CH2:1][CH3:2])=[O:30])=[N:6][CH:17]=[C:18]2[C:19]=1[CH:25]=[C:26]([I:29])[CH:27]=[N:28]2. (7) Given the reactants Cl.Cl[C:3]([C:31]1[N:35]([CH3:36])[CH:34]=[N:33][CH:32]=1)([C:24]1[CH:29]=[CH:28][C:27]([CH3:30])=[CH:26][CH:25]=1)[C:4]1[CH:5]=[C:6]2[C:11](=[CH:12][CH:13]=1)[N:10]1[N:14]=[N:15][N:16]=[C:9]1[N:8]=[C:7]2[C:17]1[CH:22]=[CH:21][CH:20]=[C:19]([Cl:23])[CH:18]=1.[NH3:37].CC([OH:41])C, predict the reaction product. The product is: [OH2:41].[Cl:23][C:19]1[CH:18]=[C:17]([C:7]2[C:6]3[C:11](=[CH:12][CH:13]=[C:4]([C:3]([C:31]4[N:35]([CH3:36])[CH:34]=[N:33][CH:32]=4)([C:24]4[CH:25]=[CH:26][C:27]([CH3:30])=[CH:28][CH:29]=4)[NH2:37])[CH:5]=3)[N:10]3[N:14]=[N:15][N:16]=[C:9]3[N:8]=2)[CH:22]=[CH:21][CH:20]=1. (8) Given the reactants [C:1]([C:3]1[CH:8]=[CH:7][C:6]([CH:9]2[CH2:12][N:11]([C:13]([C:15]3[CH:16]=[CH:17][C:18]([CH3:40])=[C:19]([C:21]4[N:22]=[C:23]([CH:27]5[CH2:32][CH2:31][N:30]([C:33]([O:35]C(C)(C)C)=O)[CH2:29][CH2:28]5)[NH:24][C:25]=4[CH3:26])[CH:20]=3)=[O:14])[CH2:10]2)=[CH:5][CH:4]=1)#[N:2].F[C:42](F)(F)C(O)=O.CC1C=CC(C(N2CC(C3C=CC(C#N)=CC=3)C2)=O)=CC=1C1NC(C2CCNCC2)=NC=1C.C(OC(=O)C)(=O)C.C(N(CC)CC)C, predict the reaction product. The product is: [C:33]([N:30]1[CH2:31][CH2:32][CH:27]([C:23]2[NH:22][C:21]([C:19]3[CH:20]=[C:15]([CH:16]=[CH:17][C:18]=3[CH3:40])[C:13]([N:11]3[CH2:10][CH:9]([C:6]4[CH:5]=[CH:4][C:3]([C:1]#[N:2])=[CH:8][CH:7]=4)[CH2:12]3)=[O:14])=[C:25]([CH3:26])[N:24]=2)[CH2:28][CH2:29]1)(=[O:35])[CH3:42]. (9) Given the reactants [CH2:1]([N:3]1[CH:7]=[C:6]([C:8]2[CH:13]=[CH:12][N:11]=[CH:10][CH:9]=2)[C:5]([C:14]2[C:15]([F:39])=[C:16]([N:21](COCCOC)[S:22]([C:25]3[CH:30]=[C:29]([F:31])[CH:28]=[CH:27][C:26]=3[F:32])(=[O:24])=[O:23])[CH:17]=[CH:18][C:19]=2[F:20])=[N:4]1)[CH3:2].C1C=C(Cl)C=C(C(OO)=O)C=1.C([NH2:55])(C)(C)C.FC(F)(F)C(O)=O, predict the reaction product. The product is: [NH2:55][C:12]1[CH:13]=[C:8]([C:6]2[C:5]([C:14]3[C:15]([F:39])=[C:16]([NH:21][S:22]([C:25]4[CH:30]=[C:29]([F:31])[CH:28]=[CH:27][C:26]=4[F:32])(=[O:24])=[O:23])[CH:17]=[CH:18][C:19]=3[F:20])=[N:4][N:3]([CH2:1][CH3:2])[CH:7]=2)[CH:9]=[CH:10][N:11]=1.